This data is from Reaction yield outcomes from USPTO patents with 853,638 reactions. The task is: Predict the reaction yield, written as a fraction of the theoretical maximum amount of product (1.0 means a 100% yield; for example, 0.34 means a 34% yield). (1) The reactants are [CH3:1][O:2][C:3](=[O:16])[CH2:4][C:5]1[CH:10]=[C:9]([O:11][CH:12]([F:14])[F:13])[CH:8]=[C:7]([Cl:15])[CH:6]=1.[CH:17](OC)=[O:18].[Na].CO. The catalyst is CCOCC.O. The product is [CH3:1][O:2][C:3](=[O:16])[CH:4]([C:5]1[CH:10]=[C:9]([O:11][CH:12]([F:13])[F:14])[CH:8]=[C:7]([Cl:15])[CH:6]=1)[CH:17]=[O:18]. The yield is 0.360. (2) The reactants are Br[C:2]1[CH:3]=[C:4]([NH2:11])[C:5]2[N:6]([CH:8]=[CH:9][N:10]=2)[CH:7]=1.[CH3:12][C:13]1[C:18](B2OC(C)(C)C(C)(C)O2)=[CH:17][CH:16]=[CH:15][C:14]=1[NH:28][C:29]([N:31]1[CH2:35][CH2:34][CH2:33][CH2:32]1)=[O:30].C(=O)([O-])[O-].[Na+].[Na+].CO.C(Cl)Cl. The catalyst is COCCOC.O.C1C=CC([P]([Pd]([P](C2C=CC=CC=2)(C2C=CC=CC=2)C2C=CC=CC=2)([P](C2C=CC=CC=2)(C2C=CC=CC=2)C2C=CC=CC=2)[P](C2C=CC=CC=2)(C2C=CC=CC=2)C2C=CC=CC=2)(C2C=CC=CC=2)C2C=CC=CC=2)=CC=1. The product is [NH2:11][C:4]1[C:5]2[N:6]([CH:8]=[CH:9][N:10]=2)[CH:7]=[C:2]([C:18]2[C:13]([CH3:12])=[C:14]([NH:28][C:29]([N:31]3[CH2:35][CH2:34][CH2:33][CH2:32]3)=[O:30])[CH:15]=[CH:16][CH:17]=2)[CH:3]=1. The yield is 0.630. (3) The reactants are [CH2:1]([CH:21](CCC(CCCC(CCCC(CCCC(C)C)C)C)C)[OH:22])[CH2:2][CH:3]([CH2:5][CH2:6][CH2:7][CH:8]([CH2:10][CH2:11][CH2:12][CH:13]([CH2:15][CH2:16][CH2:17][CH:18]([CH3:20])[CH3:19])[CH3:14])[CH3:9])[CH3:4].Cl.CN(C)CCCC(O)=O.C(Cl)CCl.C(N(C(C)C)CC)(C)C. The catalyst is ClCCl.CN(C)C1C=CN=CC=1. The product is [CH2:1]([CH2:21][OH:22])[CH2:2][CH:3]([CH2:5][CH2:6][CH2:7][CH:8]([CH2:10][CH2:11][CH2:12][CH:13]([CH2:15][CH2:16][CH2:17][CH:18]([CH3:20])[CH3:19])[CH3:14])[CH3:9])[CH3:4]. The yield is 0.440. (4) The reactants are P([O-])([O-])([O-])=O.C1C[O:9]CC1.C(#N)C.[N+](C1C=CC(COC(C2N3[C@H](SC=2)C([CH:33]([O:43][C:44](=O)[CH3:45])[C:34]2[CH:42]=[C:41]4[N:36]([CH2:37][S:38][CH2:39][CH2:40]4)[N:35]=2)(Br)C3=O)=O)=CC=1)([O-])=O. The catalyst is [Zn].C(OCC)(=O)C. The product is [CH2:44]([O:43][C:33]([C:34]1[CH:42]=[C:41]2[N:36]([CH2:37][S:38][CH2:39][CH2:40]2)[N:35]=1)=[O:9])[CH3:45]. The yield is 0.405. (5) The reactants are [Cl:1][C:2]1[CH:10]=[CH:9][C:5]([C:6](Cl)=[O:7])=[CH:4][C:3]=1[S:11](=[O:14])(=[O:13])[NH2:12].[Cl-].[Al+3].[Cl-].[Cl-].[CH:19]1[CH:24]=[CH:23][CH:22]=[CH:21][CH:20]=1.Cl. The catalyst is C(Cl)Cl. The product is [C:6]([C:5]1[CH:9]=[CH:10][C:2]([Cl:1])=[C:3]([S:11]([NH2:12])(=[O:14])=[O:13])[CH:4]=1)(=[O:7])[C:19]1[CH:24]=[CH:23][CH:22]=[CH:21][CH:20]=1. The yield is 0.690. (6) The product is [Br:23][CH2:24][CH2:25][CH2:26][C:7]([CH3:14])([C:1]1[CH:6]=[CH:5][CH:4]=[CH:3][CH:2]=1)[C:8]([O:10][CH2:11][CH3:12])=[O:9]. The catalyst is C1COCC1.CN1C(=O)N(C)CCC1. The yield is 0.590. The reactants are [C:1]1([CH2:7][C:8]([O:10][CH2:11][CH3:12])=[O:9])[CH:6]=[CH:5][CH:4]=[CH:3][CH:2]=1.[Li+].[CH3:14]C([N-]C(C)C)C.CI.[Br:23][CH2:24][CH2:25][CH2:26]Br.[NH4+].[Cl-].